The task is: Regression. Given two drug SMILES strings and cell line genomic features, predict the synergy score measuring deviation from expected non-interaction effect.. This data is from NCI-60 drug combinations with 297,098 pairs across 59 cell lines. (1) Drug 1: CCC1=CC2CC(C3=C(CN(C2)C1)C4=CC=CC=C4N3)(C5=C(C=C6C(=C5)C78CCN9C7C(C=CC9)(C(C(C8N6C)(C(=O)OC)O)OC(=O)C)CC)OC)C(=O)OC.C(C(C(=O)O)O)(C(=O)O)O. Drug 2: C1C(C(OC1N2C=NC3=C(N=C(N=C32)Cl)N)CO)O. Cell line: COLO 205. Synergy scores: CSS=28.5, Synergy_ZIP=-5.52, Synergy_Bliss=-4.22, Synergy_Loewe=-8.96, Synergy_HSA=-3.66. (2) Drug 1: C1CN1P(=S)(N2CC2)N3CC3. Cell line: 786-0. Drug 2: C1=CC=C(C=C1)NC(=O)CCCCCCC(=O)NO. Synergy scores: CSS=2.04, Synergy_ZIP=0.0246, Synergy_Bliss=0.191, Synergy_Loewe=-1.82, Synergy_HSA=0.851. (3) Drug 1: CCC(=C(C1=CC=CC=C1)C2=CC=C(C=C2)OCCN(C)C)C3=CC=CC=C3.C(C(=O)O)C(CC(=O)O)(C(=O)O)O. Drug 2: CS(=O)(=O)OCCCCOS(=O)(=O)C. Cell line: OVCAR-8. Synergy scores: CSS=0.972, Synergy_ZIP=0.0806, Synergy_Bliss=1.52, Synergy_Loewe=-2.12, Synergy_HSA=-1.34.